The task is: Predict the product of the given reaction.. This data is from Forward reaction prediction with 1.9M reactions from USPTO patents (1976-2016). (1) Given the reactants [C:1]1([C:7]2[CH:15]=[CH:14][C:10]([CH2:11][CH2:12][NH2:13])=[CH:9][CH:8]=2)[CH:6]=[CH:5][CH:4]=[CH:3][CH:2]=1.[CH:16](OC)=O.C(N)=O.[H-].[Al+3].[Li+].[H-].[H-].[H-], predict the reaction product. The product is: [C:1]1([C:7]2[CH:8]=[CH:9][C:10]([CH2:11][CH2:12][NH:13][CH3:16])=[CH:14][CH:15]=2)[CH:2]=[CH:3][CH:4]=[CH:5][CH:6]=1. (2) Given the reactants [O:1]=[C:2]1[N:10]([CH:11]2[CH2:16][CH2:15][N:14](CC3C=CC=CC=3)[CH2:13][CH2:12]2)[C:5]2=[N:6][CH:7]=[CH:8][N:9]=[C:4]2[NH:3]1.[H][H], predict the reaction product. The product is: [O:1]=[C:2]1[N:10]([CH:11]2[CH2:16][CH2:15][NH:14][CH2:13][CH2:12]2)[C:5]2=[N:6][CH:7]=[CH:8][N:9]=[C:4]2[NH:3]1. (3) Given the reactants [Br:1][C:2]1[CH:3]=[C:4]([C:9]([F:12])([F:11])[F:10])[C:5]([OH:8])=[N:6][CH:7]=1.C(=O)([O-])[O-].[K+].[K+].I[CH2:20][CH3:21], predict the reaction product. The product is: [Br:1][C:2]1[CH:3]=[C:4]([C:9]([F:12])([F:10])[F:11])[C:5](=[O:8])[N:6]([CH2:20][CH3:21])[CH:7]=1. (4) Given the reactants [CH3:1][O:2][C:3]([C:5]1[O:9][C:8]2[CH:10]=[CH:11][C:12]([Cl:14])=[CH:13][C:7]=2[C:6]=1[OH:15])=[O:4].[H-].[Na+].[CH2:18](Cl)[O:19][CH2:20][CH2:21][O:22][CH3:23], predict the reaction product. The product is: [CH3:1][O:2][C:3]([C:5]1[O:9][C:8]2[CH:10]=[CH:11][C:12]([Cl:14])=[CH:13][C:7]=2[C:6]=1[O:15][CH2:18][O:19][CH2:20][CH2:21][O:22][CH3:23])=[O:4]. (5) Given the reactants [F:1][C:2]([F:22])([F:21])[C:3]1[CH:4]=[C:5]([NH:9][C:10]2[C:19]3[C:14](=[C:15]([NH2:20])[CH:16]=[CH:17][CH:18]=3)[N:13]=[CH:12][N:11]=2)[CH:6]=[CH:7][CH:8]=1.[Cl:23][C:24]1[CH:32]=[CH:31][C:30]([CH2:33][NH:34][C:35](=[O:40])[C:36]([CH3:39])([CH3:38])[CH3:37])=[CH:29][C:25]=1[C:26](O)=[O:27].C(Cl)(=O)C(Cl)=O.CCN(C(C)C)C(C)C, predict the reaction product. The product is: [Cl:23][C:24]1[CH:32]=[CH:31][C:30]([CH2:33][NH:34][C:35](=[O:40])[C:36]([CH3:38])([CH3:37])[CH3:39])=[CH:29][C:25]=1[C:26]([NH:20][C:15]1[CH:16]=[CH:17][CH:18]=[C:19]2[C:14]=1[N:13]=[CH:12][N:11]=[C:10]2[NH:9][C:5]1[CH:6]=[CH:7][CH:8]=[C:3]([C:2]([F:1])([F:21])[F:22])[CH:4]=1)=[O:27]. (6) Given the reactants [C:1]([C:4]1[C:22](=[O:23])[C@@:8]2([CH3:24])[C:9]3[C:15]([OH:16])=[CH:14][C:13]([O:17][CH3:18])=[C:12]([C:19]([NH2:21])=[O:20])[C:10]=3[O:11][C:7]2=[CH:6][C:5]=1[OH:25])(=[O:3])[CH3:2].[CH3:26][C:27]1[CH:36]=[CH:35][C:34]2[C:29](=[CH:30][CH:31]=[C:32]([CH3:37])[CH:33]=2)[C:28]=1[CH:38]=O.C([SiH](CC)CC)C.FC(F)(F)C(O)=O, predict the reaction product. The product is: [C:1]([C:4]1[C:22](=[O:23])[C@@:8]2([CH3:24])[C:9]3[C:15]([OH:16])=[CH:14][C:13]([O:17][CH3:18])=[C:12]([C:19]([NH:21][CH2:38][C:28]4[C:29]5[C:34](=[CH:33][C:32]([CH3:37])=[CH:31][CH:30]=5)[CH:35]=[CH:36][C:27]=4[CH3:26])=[O:20])[C:10]=3[O:11][C:7]2=[CH:6][C:5]=1[OH:25])(=[O:3])[CH3:2]. (7) The product is: [CH:1]1([CH2:4][O:5][C:6]2[N:11]=[C:10]([C:12]([N:24]3[CH2:25][CH2:26][C:22]([O:27][C:28](=[O:30])[CH3:29])([CH3:21])[CH2:23]3)=[O:14])[CH:9]=[N:8][C:7]=2[N:15]2[CH2:18][C:17]([F:20])([F:19])[CH2:16]2)[CH2:2][CH2:3]1. Given the reactants [CH:1]1([CH2:4][O:5][C:6]2[N:11]=[C:10]([C:12]([OH:14])=O)[CH:9]=[N:8][C:7]=2[N:15]2[CH2:18][C:17]([F:20])([F:19])[CH2:16]2)[CH2:3][CH2:2]1.[CH3:21][C:22]1([O:27][C:28](=[O:30])[CH3:29])[CH2:26][CH2:25][NH:24][CH2:23]1, predict the reaction product. (8) Given the reactants [F:1][C:2]1[CH:3]=[C:4]([CH:8]=[CH:9][C:10]=1[C:11]([F:14])([F:13])[F:12])[C:5]([OH:7])=O.C([O:17][C:18](=[O:40])[C:19]([O:22][C:23]1[CH:28]=[CH:27][C:26]([O:29][C:30]2[CH:35]=[CH:34][CH:33]=[C:32]([CH2:36][NH2:37])[CH:31]=2)=[CH:25][C:24]=1[CH2:38]C)([CH3:21])[CH3:20])C, predict the reaction product. The product is: [F:1][C:2]1[CH:3]=[C:4]([CH:8]=[CH:9][C:10]=1[C:11]([F:14])([F:13])[F:12])[C:5]([NH:37][CH2:36][C:32]1[CH:31]=[C:30]([CH:35]=[CH:34][CH:33]=1)[O:29][C:26]1[CH:27]=[CH:28][C:23]([O:22][C:19]([CH3:21])([CH3:20])[C:18]([OH:40])=[O:17])=[C:24]([CH3:38])[CH:25]=1)=[O:7]. (9) Given the reactants [SH:1][C:2]1[S:3][C:4]2[CH2:13][C:12]3[C:11]([O:14][CH2:15][C:16]([O:18]CC)=[O:17])=[CH:10][C:9]([CH3:21])=[C:8]([CH3:22])[C:7]=3[C:5]=2[N:6]=1.[C:23]1([CH:29]([C:33]2[CH:38]=[CH:37][CH:36]=[CH:35][CH:34]=2)[CH2:30][CH2:31]I)[CH:28]=[CH:27][CH:26]=[CH:25][CH:24]=1, predict the reaction product. The product is: [C:23]1([CH:29]([C:33]2[CH:34]=[CH:35][CH:36]=[CH:37][CH:38]=2)[CH2:30][CH2:31][S:1][C:2]2[S:3][C:4]3[CH2:13][C:12]4[C:11]([O:14][CH2:15][C:16]([OH:18])=[O:17])=[CH:10][C:9]([CH3:21])=[C:8]([CH3:22])[C:7]=4[C:5]=3[N:6]=2)[CH:28]=[CH:27][CH:26]=[CH:25][CH:24]=1.